From a dataset of Full USPTO retrosynthesis dataset with 1.9M reactions from patents (1976-2016). Predict the reactants needed to synthesize the given product. (1) Given the product [CH:2]1[C:15]2[NH:14][C:13]3[C:8](=[CH:9][CH:10]=[CH:11][CH:12]=3)[S:7][C:6]=2[CH:5]=[CH:4][C:3]=1[C:16]1[N:17]=[C:18]([CH2:21][NH:22][C:23](=[O:29])[CH2:24][CH2:25][CH2:26][CH2:27][CH3:28])[S:19][CH:20]=1, predict the reactants needed to synthesize it. The reactants are: Cl.[CH:2]1[C:15]2[NH:14][C:13]3[C:8](=[CH:9][CH:10]=[CH:11][CH:12]=3)[S:7][C:6]=2[CH:5]=[CH:4][C:3]=1[C:16]1[N:17]=[C:18]([CH2:21][NH2:22])[S:19][CH:20]=1.[C:23](Cl)(=[O:29])[CH2:24][CH2:25][CH2:26][CH2:27][CH3:28].C(Cl)(=O)C. (2) Given the product [O:12]=[C:8]1[C:7]([C:1]2[CH:6]=[CH:5][CH:4]=[CH:3][CH:2]=2)([C:13]2[CH:14]=[CH:15][CH:16]=[CH:17][CH:18]=2)[CH2:11][CH2:10][N:9]1[CH2:26][C:27]([O:29][CH2:30][CH3:31])=[O:28], predict the reactants needed to synthesize it. The reactants are: [C:1]1([C:7]2([C:13]3[CH:18]=[CH:17][CH:16]=[CH:15][CH:14]=3)[CH2:11][CH2:10][NH:9][C:8]2=[O:12])[CH:6]=[CH:5][CH:4]=[CH:3][CH:2]=1.CC(C)([O-])C.[K+].Br[CH2:26][C:27]([O:29][CH2:30][CH3:31])=[O:28]. (3) The reactants are: FC1C=C2C(=CC=1)N(CC(OC)=O)C(C)=C2CC1C=CC(=O)NC=1.[C:25]([NH:28][C:29]1[CH:37]=[CH:36][CH:35]=[C:34]2[C:30]=1[CH:31]=[C:32]([CH3:44])[N:33]2[CH2:38][C:39]([O:41]CC)=[O:40])(=[O:27])[CH3:26].[F:45][C:46]1[CH:61]=[C:60]([F:62])[CH:59]=[CH:58][C:47]=1[CH2:48][N:49]1[C:54](=[O:55])[CH:53]=[CH:52][C:51]([CH:56]=O)=[N:50]1.C([SiH](CC)CC)C.FC(F)(F)C(O)=O.O.[OH-].[Li+].Cl. Given the product [C:25]([NH:28][C:29]1[CH:37]=[CH:36][CH:35]=[C:34]2[C:30]=1[C:31]([CH2:56][C:51]1[CH:52]=[CH:53][C:54](=[O:55])[N:49]([CH2:48][C:47]3[CH:58]=[CH:59][C:60]([F:62])=[CH:61][C:46]=3[F:45])[N:50]=1)=[C:32]([CH3:44])[N:33]2[CH2:38][C:39]([OH:41])=[O:40])(=[O:27])[CH3:26], predict the reactants needed to synthesize it. (4) Given the product [F:18][C:19]1[CH:20]=[CH:21][C:22]([N:25]2[C:29]([C:2]3[CH:3]=[CH:4][C:5]4[N:9]=[CH:8][N:7]([C:10]5[CH:15]=[CH:14][C:13]([CH3:16])=[CH:12][CH:11]=5)[C:6]=4[CH:17]=3)=[CH:28][CH:27]=[N:26]2)=[CH:23][CH:24]=1, predict the reactants needed to synthesize it. The reactants are: Br[C:2]1[CH:3]=[CH:4][C:5]2[N:9]=[CH:8][N:7]([C:10]3[CH:15]=[CH:14][C:13]([CH3:16])=[CH:12][CH:11]=3)[C:6]=2[CH:17]=1.[F:18][C:19]1[CH:24]=[CH:23][C:22]([N:25]2[C:29](B(O)O)=[CH:28][CH:27]=[N:26]2)=[CH:21][CH:20]=1. (5) Given the product [O:16]([CH:14]([CH3:15])[CH2:13][N:7]1[C:8]2[C:4](=[CH:3][C:2]([F:1])=[CH:10][CH:9]=2)[C:5]([I:11])=[N:6]1)[Si:17]([C:20]([CH3:23])([CH3:22])[CH3:21])([CH3:19])[CH3:18], predict the reactants needed to synthesize it. The reactants are: [F:1][C:2]1[CH:3]=[C:4]2[C:8](=[CH:9][CH:10]=1)[NH:7][N:6]=[C:5]2[I:11].Br[CH2:13][CH:14]([OH:16])[CH3:15].[Si:17](Cl)([C:20]([CH3:23])([CH3:22])[CH3:21])([CH3:19])[CH3:18].